Dataset: Full USPTO retrosynthesis dataset with 1.9M reactions from patents (1976-2016). Task: Predict the reactants needed to synthesize the given product. (1) The reactants are: Br[C:2]1[CH:3]=[C:4]([OH:21])[C:5]([C:12]([NH:14][CH2:15][C:16]([O:18]CC)=[O:17])=[O:13])=[C:6]2[C:11]=1[N:10]=[CH:9][CH:8]=[N:7]2.[S:22]1[C:26]2[CH:27]=[CH:28][CH:29]=[CH:30][C:25]=2[C:24](B(O)O)=[CH:23]1.C(=O)([O-])[O-].[K+].[K+].[OH-].[Na+]. Given the product [S:22]1[C:26]2[CH:27]=[CH:28][CH:29]=[CH:30][C:25]=2[C:24]([C:2]2[CH:3]=[C:4]([OH:21])[C:5]([C:12]([NH:14][CH2:15][C:16]([OH:18])=[O:17])=[O:13])=[C:6]3[C:11]=2[N:10]=[CH:9][CH:8]=[N:7]3)=[CH:23]1, predict the reactants needed to synthesize it. (2) Given the product [Cl:28][C:27]1[N:19]([C:16]2[CH:15]=[CH:14][C:13]([O:12][CH2:11][CH2:10][N:8]([CH3:9])[CH2:7][CH2:6][CH2:5][C:4]([OH:29])=[O:3])=[CH:18][CH:17]=2)[N:20]=[C:21]2[C:26]=1[CH:25]=[CH:24][CH:23]=[CH:22]2, predict the reactants needed to synthesize it. The reactants are: C([O:3][C:4](=[O:29])[CH2:5][CH2:6][CH2:7][N:8]([CH2:10][CH2:11][O:12][C:13]1[CH:18]=[CH:17][C:16]([N:19]2[C:27]([Cl:28])=[C:26]3[C:21]([CH:22]=[CH:23][CH:24]=[CH:25]3)=[N:20]2)=[CH:15][CH:14]=1)[CH3:9])C.[OH-].[Na+]. (3) Given the product [NH2:1][C:2]1[C:7]([C:8]([F:10])([F:11])[F:9])=[CH:6][C:5]([CH2:12][CH:13]([NH:19][C:20]([N:22]2[CH2:23][CH2:24][CH:25]([N:28]3[CH2:34][CH2:33][C:32]4[CH:35]=[CH:36][CH:37]=[CH:38][C:31]=4[NH:30][C:29]3=[O:39])[CH2:26][CH2:27]2)=[O:21])[C:14]([OH:16])=[O:15])=[CH:4][C:3]=1[Cl:40], predict the reactants needed to synthesize it. The reactants are: [NH2:1][C:2]1[C:7]([C:8]([F:11])([F:10])[F:9])=[CH:6][C:5]([CH2:12][CH:13]([NH:19][C:20]([N:22]2[CH2:27][CH2:26][CH:25]([N:28]3[CH2:34][CH2:33][C:32]4[CH:35]=[CH:36][CH:37]=[CH:38][C:31]=4[NH:30][C:29]3=[O:39])[CH2:24][CH2:23]2)=[O:21])[C:14]([O:16]CC)=[O:15])=[CH:4][C:3]=1[Cl:40].[OH-].[Na+]. (4) Given the product [C:1]1([S:7]([N:10]2[C:14]3=[N:15][CH:16]=[C:17]([CH3:19])[CH:18]=[C:13]3[CH:12]=[C:11]2[C:20]([C:45]2[CH:46]=[CH:47][C:42]([S:39]([CH3:38])(=[O:41])=[O:40])=[CH:43][CH:44]=2)=[CH:21][CH:22]2[CH2:26][CH2:25][CH2:24][CH2:23]2)(=[O:8])=[O:9])[CH:2]=[CH:3][CH:4]=[CH:5][CH:6]=1, predict the reactants needed to synthesize it. The reactants are: [C:1]1([S:7]([N:10]2[C:14]3=[N:15][CH:16]=[C:17]([CH3:19])[CH:18]=[C:13]3[CH:12]=[C:11]2[C:20](OS(C2C=CC(C)=CC=2)(=O)=O)=[CH:21][CH:22]2[CH2:26][CH2:25][CH2:24][CH2:23]2)(=[O:9])=[O:8])[CH:6]=[CH:5][CH:4]=[CH:3][CH:2]=1.[CH3:38][S:39]([C:42]1[CH:47]=[CH:46][C:45](B(O)O)=[CH:44][CH:43]=1)(=[O:41])=[O:40].C(=O)([O-])[O-].[Na+].[Na+].